Dataset: Catalyst prediction with 721,799 reactions and 888 catalyst types from USPTO. Task: Predict which catalyst facilitates the given reaction. (1) Reactant: [K+:1].[C:2]1([C:24]2[CH:29]=[CH:28][CH:27]=[CH:26][CH:25]=2)[CH:7]=[CH:6][C:5]([CH2:8][C@@H:9]([NH:16][C:17]([O:19][C:20]([CH3:23])([CH3:22])[CH3:21])=[O:18])[CH2:10][C:11](=[CH2:15])[C:12]([O-:14])=[O:13])=[CH:4][CH:3]=1.C(OC(C)C)(=O)C.[H][H]. Product: [K+:1].[C:2]1([C:24]2[CH:25]=[CH:26][CH:27]=[CH:28][CH:29]=2)[CH:3]=[CH:4][C:5]([CH2:8][C@@H:9]([NH:16][C:17]([O:19][C:20]([CH3:23])([CH3:21])[CH3:22])=[O:18])[CH2:10][C@@H:11]([CH3:15])[C:12]([O-:14])=[O:13])=[CH:6][CH:7]=1. The catalyst class is: 553. (2) Reactant: [S:1]1[C:5]2[CH:6]=[CH:7][CH:8]=[CH:9][C:4]=2[N:3]=[C:2]1[NH:10][NH2:11].C([O:14][C:15](=O)[CH2:16][C:17]([C:19]1[CH:24]=[CH:23][CH:22]=[C:21]([F:25])[CH:20]=1)=O)C. Product: [S:1]1[C:5]2[CH:6]=[CH:7][CH:8]=[CH:9][C:4]=2[N:3]=[C:2]1[N:10]1[C:15](=[O:14])[CH:16]=[C:17]([C:19]2[CH:24]=[CH:23][CH:22]=[C:21]([F:25])[CH:20]=2)[NH:11]1. The catalyst class is: 14. (3) The catalyst class is: 4. Product: [OH:4][CH2:3][CH2:2][N:1]([CH2:21][C:20]1[CH:23]=[CH:24][C:17]([O:16][CH3:15])=[CH:18][CH:19]=1)[CH2:5][CH2:6][OH:7]. Reactant: [NH:1]([CH2:5][CH2:6][OH:7])[CH2:2][CH2:3][OH:4].C(N(CC)CC)C.[CH3:15][O:16][C:17]1[CH:24]=[CH:23][C:20]([CH2:21]Cl)=[CH:19][CH:18]=1.CC(C)=O. (4) Reactant: [Br:1][C:2]1[CH:3]=[N:4][N:5]([CH3:16])[C:6]=1[C:7]1[CH:8]=[C:9]([C:13]([OH:15])=O)[S:10][C:11]=1[CH3:12].[NH2:17][C@@H:18]([CH2:31][C:32]1[CH:37]=[CH:36][CH:35]=[C:34]([C:38]([F:41])([F:40])[F:39])[CH:33]=1)[CH2:19][N:20]1[C:28](=[O:29])[C:27]2[C:22](=[CH:23][CH:24]=[CH:25][CH:26]=2)[C:21]1=[O:30].CC(OC(N[C@H](C(O)=O)CC1C=CC=CC=1C(F)(F)F)=O)(C)C.C1CN([P+](Br)(N2CCCC2)N2CCCC2)CC1.F[P-](F)(F)(F)(F)F.CCN(C(C)C)C(C)C. Product: [Br:1][C:2]1[CH:3]=[N:4][N:5]([CH3:16])[C:6]=1[C:7]1[CH:8]=[C:9]([C:13]([NH:17][C@@H:18]([CH2:31][C:32]2[CH:37]=[CH:36][CH:35]=[C:34]([C:38]([F:41])([F:39])[F:40])[CH:33]=2)[CH2:19][N:20]2[C:21](=[O:30])[C:22]3[C:27](=[CH:26][CH:25]=[CH:24][CH:23]=3)[C:28]2=[O:29])=[O:15])[S:10][C:11]=1[CH3:12]. The catalyst class is: 22. (5) Reactant: [NH2:1][C:2]1[CH:7]=[CH:6][C:5]([S:8]([N:11]2[CH2:16][CH2:15][CH:14]([NH:17][C:18]3[N:23]=[C:22]([NH:24][C:25]4[CH:30]=[CH:29][CH:28]=[C:27]([C:31]([F:34])([F:33])[F:32])[CH:26]=4)[N:21]=[C:20]([O:35][CH2:36][C:37]([F:40])([F:39])[F:38])[N:19]=3)[CH2:13][CH2:12]2)(=[O:10])=[O:9])=[CH:4][CH:3]=1.[C:41](OC(=O)C)(=[O:43])[CH3:42].CCN(C(C)C)C(C)C.C(#N)C. Product: [F:40][C:37]([F:38])([F:39])[CH2:36][O:35][C:20]1[N:21]=[C:22]([NH:24][C:25]2[CH:30]=[CH:29][CH:28]=[C:27]([C:31]([F:34])([F:32])[F:33])[CH:26]=2)[N:23]=[C:18]([NH:17][CH:14]2[CH2:15][CH2:16][N:11]([S:8]([C:5]3[CH:4]=[CH:3][C:2]([NH:1][C:41](=[O:43])[CH3:42])=[CH:7][CH:6]=3)(=[O:10])=[O:9])[CH2:12][CH2:13]2)[N:19]=1. The catalyst class is: 6. (6) Reactant: [F:1][C:2]1[CH:7]=[CH:6][C:5]([CH2:8][CH2:9][C@:10]([OH:18])([CH:15]([CH3:17])[CH3:16])[CH2:11][C:12]([OH:14])=[O:13])=[CH:4][CH:3]=1.[CH3:19][C@H](N)C1C=CC=CC=1. Product: [F:1][C:2]1[CH:3]=[CH:4][C:5]([CH2:8][CH2:9][C@@:10]([OH:18])([CH:15]([CH3:16])[CH3:17])[CH2:11][C:12]([OH:14])=[O:13])=[C:6]([CH3:19])[CH:7]=1. The catalyst class is: 25. (7) Product: [CH3:2][O:3][NH:4][C@@H:16]([CH3:21])[C:17]([O:19][CH3:20])=[O:18]. The catalyst class is: 232. Reactant: Cl.[CH3:2][O:3][NH2:4].[OH-].[Na+].CON.FC(F)(F)S(O[C@H:16]([CH3:21])[C:17]([O:19][CH3:20])=[O:18])(=O)=O.